From a dataset of Reaction yield outcomes from USPTO patents with 853,638 reactions. Predict the reaction yield, written as a fraction of the theoretical maximum amount of product (1.0 means a 100% yield; for example, 0.34 means a 34% yield). (1) The reactants are [F:1][C:2]([F:20])([F:19])[O:3][C:4]1[CH:5]=[CH:6][C:7]2[O:12][CH:11]([C:13]([O:15]CC)=[O:14])[CH2:10][NH:9][C:8]=2[CH:18]=1.C([O-])([O-])=O.[K+].[K+].[I-].[Na+].Br[CH2:30][C:31]1[CH:36]=[CH:35][C:34]([O:37][CH3:38])=[CH:33][CH:32]=1. The catalyst is CN(C=O)C. The product is [CH3:38][O:37][C:34]1[CH:35]=[CH:36][C:31]([CH2:30][N:9]2[CH2:10][CH:11]([C:13]([OH:15])=[O:14])[O:12][C:7]3[CH:6]=[CH:5][C:4]([O:3][C:2]([F:1])([F:19])[F:20])=[CH:18][C:8]2=3)=[CH:32][CH:33]=1. The yield is 0.584. (2) The reactants are [Br:1][C:2]1[CH:7]=[CH:6][C:5]([S:8](Cl)(=[O:10])=[O:9])=[CH:4][CH:3]=1.Cl.[F:13][C:14]1([F:20])[CH2:19][CH2:18][NH:17][CH2:16][CH2:15]1.CCN(CC)CC. The catalyst is C1COCC1. The product is [Br:1][C:2]1[CH:7]=[CH:6][C:5]([S:8]([N:17]2[CH2:18][CH2:19][C:14]([F:20])([F:13])[CH2:15][CH2:16]2)(=[O:10])=[O:9])=[CH:4][CH:3]=1. The yield is 0.890. (3) The reactants are [Cl:1][C:2]1[CH:3]=[C:4]([CH:26]=[CH:27][CH:28]=1)[C:5]([C:7]1[CH:12]=[C:11]([C:13](=[O:21])[C:14]2[CH:19]=[CH:18][C:17]([Cl:20])=[CH:16][CH:15]=2)[CH:10]=[CH:9][C:8]=1[NH:22][C:23](=O)[CH3:24])=O.[NH3:29].CC(O)C. No catalyst specified. The product is [Cl:20][C:17]1[CH:18]=[CH:19][C:14]([C:13]([C:11]2[CH:12]=[C:7]3[C:8](=[CH:9][CH:10]=2)[N:22]=[C:23]([CH3:24])[N:29]=[C:5]3[C:4]2[CH:26]=[CH:27][CH:28]=[C:2]([Cl:1])[CH:3]=2)=[O:21])=[CH:15][CH:16]=1. The yield is 0.360. (4) The reactants are [Cl:1][C:2]1[CH:10]=[CH:9][C:5]([C:6]([OH:8])=O)=[CH:4][CH:3]=1.C(C1NC=CN=1)(C1NC=CN=1)=O.[NH:23]1[C:27]2[CH:28]=[CH:29][CH:30]=[CH:31][C:26]=2[N:25]=[C:24]1[C:32]1[CH:41]=[CH:40][C:35](/[C:36](=[N:38]/O)/[NH2:37])=[CH:34][CH:33]=1. The catalyst is CN(C=O)C. The product is [NH:23]1[C:27]2[CH:28]=[CH:29][CH:30]=[CH:31][C:26]=2[N:25]=[C:24]1[C:32]1[CH:41]=[CH:40][C:35]([C:36]2[N:37]=[C:6]([C:5]3[CH:4]=[CH:3][C:2]([Cl:1])=[CH:10][CH:9]=3)[O:8][N:38]=2)=[CH:34][CH:33]=1. The yield is 0.560. (5) The reactants are [Cl:1][C:2]1[CH:11]=[CH:10][C:9]2[C:4](=[N:5][CH:6]=[CH:7][C:8]=2Cl)[N:3]=1.[NH2:13][C:14]1[CH:19]=[C:18]([CH3:20])[CH:17]=[CH:16][C:15]=1[S:21][C:22]1[CH:27]=[CH:26][C:25]([NH:28][C:29](=[O:31])[CH3:30])=[CH:24][CH:23]=1. No catalyst specified. The product is [Cl:1][C:2]1[N:3]=[C:4]2[C:9]([C:8]([NH:13][C:14]3[CH:19]=[C:18]([CH3:20])[CH:17]=[CH:16][C:15]=3[S:21][C:22]3[CH:27]=[CH:26][C:25]([NH:28][C:29](=[O:31])[CH3:30])=[CH:24][CH:23]=3)=[CH:7][CH:6]=[N:5]2)=[CH:10][CH:11]=1. The yield is 0.480.